From a dataset of Forward reaction prediction with 1.9M reactions from USPTO patents (1976-2016). Predict the product of the given reaction. (1) Given the reactants Br[C:2]1[C:11]2[CH2:10][O:9][C:8](=[O:12])[NH:7][C:6]=2[CH:5]=[CH:4][CH:3]=1.[C:13]([N:20]1[CH2:25][CH2:24][NH:23][CH2:22][CH2:21]1)([O:15][C:16]([CH3:19])([CH3:18])[CH3:17])=[O:14].C1C=CC(P(C2C(C3C(P(C4C=CC=CC=4)C4C=CC=CC=4)=CC=C4C=3C=CC=C4)=C3C(C=CC=C3)=CC=2)C2C=CC=CC=2)=CC=1.CC([O-])(C)C.[Na+], predict the reaction product. The product is: [C:16]([O:15][C:13]([N:20]1[CH2:25][CH2:24][N:23]([C:2]2[C:11]3[CH2:10][O:9][C:8](=[O:12])[NH:7][C:6]=3[CH:5]=[CH:4][CH:3]=2)[CH2:22][CH2:21]1)=[O:14])([CH3:19])([CH3:17])[CH3:18]. (2) Given the reactants F[C:2]1[CH:7]=[CH:6][C:5]([N+:8]([O-])=O)=[CH:4][C:3]=1[O:11][CH3:12].[C:13]([O:17][C:18]([N:20]1[CH2:26][CH2:25][CH2:24][NH:23][CH2:22][CH2:21]1)=[O:19])([CH3:16])([CH3:15])[CH3:14], predict the reaction product. The product is: [C:13]([O:17][C:18]([N:20]1[CH2:26][CH2:25][CH2:24][N:23]([C:2]2[CH:7]=[CH:6][C:5]([NH2:8])=[CH:4][C:3]=2[O:11][CH3:12])[CH2:22][CH2:21]1)=[O:19])([CH3:16])([CH3:14])[CH3:15]. (3) The product is: [Cl:22][C:17]1[N:16]=[C:15]([NH:14][C@@H:9]([C:10]([CH3:12])([CH3:11])[CH3:13])[CH2:8][N:5]2[CH:3]=[C:2]([CH2:1][OH:4])[N:7]=[N:6]2)[C:20]([F:21])=[CH:19][N:18]=1. Given the reactants [CH2:1]([OH:4])[C:2]#[CH:3].[N:5]([CH2:8][C@@H:9]([NH:14][C:15]1[C:20]([F:21])=[CH:19][N:18]=[C:17]([Cl:22])[N:16]=1)[C:10]([CH3:13])([CH3:12])[CH3:11])=[N+:6]=[N-:7], predict the reaction product. (4) Given the reactants Cl.Cl.[NH2:3][CH2:4][CH2:5][N:6]1[C:14]2[C:13]([NH:15][C:16]3[CH:21]=[CH:20][C:19]([O:22][C:23]4[CH:28]=[CH:27][CH:26]=[C:25]([C:29]([F:32])([F:31])[F:30])[CH:24]=4)=[C:18]([Cl:33])[CH:17]=3)=[N:12][CH:11]=[N:10][C:9]=2[CH:8]=[CH:7]1.[C:34](O)(=[O:37])[CH2:35][OH:36].Cl.C(N=C=NCCCN(C)C)C.O.ON1C2C=CC=CC=2N=N1, predict the reaction product. The product is: [Cl:33][C:18]1[CH:17]=[C:16]([NH:15][C:13]2[C:14]3[N:6]([CH2:5][CH2:4][NH:3][C:35](=[O:36])[CH2:34][OH:37])[CH:7]=[CH:8][C:9]=3[N:10]=[CH:11][N:12]=2)[CH:21]=[CH:20][C:19]=1[O:22][C:23]1[CH:28]=[CH:27][CH:26]=[C:25]([C:29]([F:32])([F:31])[F:30])[CH:24]=1. (5) Given the reactants [Cl:1][C:2]1[CH:18]=[CH:17][CH:16]=[CH:15][C:3]=1[N:4]([CH3:14])[C:5]1[CH:10]=[CH:9][CH:8]=[CH:7][C:6]=1[N+:11]([O-])=O, predict the reaction product. The product is: [Cl:1][C:2]1[CH:18]=[CH:17][CH:16]=[CH:15][C:3]=1[N:4]([CH3:14])[C:5]1[C:6]([NH2:11])=[CH:7][CH:8]=[CH:9][CH:10]=1. (6) The product is: [CH3:19][O:20][C:21]1[C:22](=[O:45])[C:23]([CH3:44])=[C:24]([CH2:30][C:31]2[CH:32]=[CH:33][C:34]([O:40][CH:41]([CH3:42])[CH3:43])=[C:35]([CH:39]=2)[C:36]([N:1]2[CH2:6][CH2:5][CH2:4][CH2:3][CH2:2]2)=[O:37])[C:25](=[O:29])[C:26]=1[O:27][CH3:28]. Given the reactants [NH:1]1[CH2:6][CH2:5][CH2:4][CH2:3][CH2:2]1.Cl.C(N=C=NCCCN(C)C)C.[CH3:19][O:20][C:21]1[C:22](=[O:45])[C:23]([CH3:44])=[C:24]([CH2:30][C:31]2[CH:32]=[CH:33][C:34]([O:40][CH:41]([CH3:43])[CH3:42])=[C:35]([CH:39]=2)[C:36](O)=[O:37])[C:25](=[O:29])[C:26]=1[O:27][CH3:28], predict the reaction product. (7) Given the reactants [N:1]12[CH2:8][CH2:7][CH:4]([CH2:5][CH2:6]1)[C@@H:3]([O:9][C:10](=[O:35])[NH:11][CH:12]([C:19]1[CH:24]=[CH:23][CH:22]=[C:21]([O:25][CH2:26][CH2:27][C:28]3[CH:33]=[CH:32][C:31](Br)=[CH:30][CH:29]=3)[CH:20]=1)[C:13]1[CH:18]=[CH:17][CH:16]=[CH:15][CH:14]=1)[CH2:2]2.[CH:36]([C:38]1[CH:43]=[CH:42][C:41](B(O)O)=[CH:40][CH:39]=1)=[O:37].C(=O)([O-])[O-].[Na+].[Na+], predict the reaction product. The product is: [N:1]12[CH2:8][CH2:7][CH:4]([CH2:5][CH2:6]1)[C@@H:3]([O:9][C:10](=[O:35])[NH:11][CH:12]([C:19]1[CH:24]=[CH:23][CH:22]=[C:21]([O:25][CH2:26][CH2:27][C:28]3[CH:33]=[CH:32][C:31]([C:41]4[CH:42]=[CH:43][C:38]([CH:36]=[O:37])=[CH:39][CH:40]=4)=[CH:30][CH:29]=3)[CH:20]=1)[C:13]1[CH:18]=[CH:17][CH:16]=[CH:15][CH:14]=1)[CH2:2]2.